From a dataset of Peptide-MHC class II binding affinity with 134,281 pairs from IEDB. Regression. Given a peptide amino acid sequence and an MHC pseudo amino acid sequence, predict their binding affinity value. This is MHC class II binding data. (1) The peptide sequence is GTGVLTPSSKRFQPF. The MHC is DRB1_0101 with pseudo-sequence DRB1_0101. The binding affinity (normalized) is 0.966. (2) The peptide sequence is RVWITNNPHMQDKTM. The MHC is DRB1_0404 with pseudo-sequence DRB1_0404. The binding affinity (normalized) is 0.512. (3) The peptide sequence is VAISRYLGKQFGLSG. The MHC is HLA-DPA10201-DPB11401 with pseudo-sequence HLA-DPA10201-DPB11401. The binding affinity (normalized) is 0.0375. (4) The peptide sequence is FCISLFNRGRLKVTG. The MHC is DRB1_0101 with pseudo-sequence DRB1_0101. The binding affinity (normalized) is 0.702. (5) The peptide sequence is GELQIVDKIDAKFKI. The MHC is DRB1_1501 with pseudo-sequence DRB1_1501. The binding affinity (normalized) is 0.329. (6) The peptide sequence is GAFLVRNGKKLIPSW. The binding affinity (normalized) is 0.474. The MHC is DRB1_0404 with pseudo-sequence DRB1_0404. (7) The peptide sequence is AGILDGDNLFPKV. The MHC is DRB3_0101 with pseudo-sequence DRB3_0101. The binding affinity (normalized) is 0.430.